Dataset: Blood-brain barrier permeability classification from the B3DB database. Task: Regression/Classification. Given a drug SMILES string, predict its absorption, distribution, metabolism, or excretion properties. Task type varies by dataset: regression for continuous measurements (e.g., permeability, clearance, half-life) or binary classification for categorical outcomes (e.g., BBB penetration, CYP inhibition). Dataset: b3db_classification. The drug is CCCCCCCCCCCCCCCC(=O)OCC(NC(=O)C(Cl)Cl)C(O)c1ccc([N+](=O)[O-])cc1. The result is 0 (does not penetrate BBB).